Binary Classification. Given a miRNA mature sequence and a target amino acid sequence, predict their likelihood of interaction. From a dataset of Experimentally validated miRNA-target interactions with 360,000+ pairs, plus equal number of negative samples. The miRNA is hsa-miR-1268a with sequence CGGGCGUGGUGGUGGGGG. The protein sequence of the target gene is MKPGPPHRAGAAHGAGAGAGAAAGPGARGLLLPPLLLLLLAGRAAGAQRWRSENFERPVDLEGSGDDDSFPDDELDDLYSGSGSGYFEQESGIETAMRFSPDVALAVSTTPAVLPTTNIQPVGTPFEELPSERPTLEPATSPLVVTEVPEEPSQRATTVSTTMATTAATSTGDPTVATVPATVATATPSTPAAPPFTATTAVIRTTGVRRLLPLPLTTVATARATTPEAPSPPTTAAVLDTEAPTPRLVSTATSRPRALPRPATTQEPDIPERSTLPLGTTAPGPTEVAQTPTPETFLTT.... Result: 0 (no interaction).